This data is from Forward reaction prediction with 1.9M reactions from USPTO patents (1976-2016). The task is: Predict the product of the given reaction. Given the reactants [C:1]12([C:11]3[CH:12]=[C:13]([NH:19][C:20]4[CH:25]=[CH:24][C:23](/[CH:26]=[CH:27]/[C:28]([O:30]CC5C=CC=CC=5)=[O:29])=[CH:22][CH:21]=4)[CH:14]=[CH:15][C:16]=3[O:17]C)[CH2:10][CH:5]3[CH2:6][CH:7]([CH2:9][CH:3]([CH2:4]3)[CH2:2]1)[CH2:8]2.C(O)C.CCOC(C)=O.[H][H], predict the reaction product. The product is: [C:1]12([C:11]3[CH:12]=[C:13]([NH:19][C:20]4[CH:21]=[CH:22][C:23]([CH2:26][CH2:27][C:28]([OH:30])=[O:29])=[CH:24][CH:25]=4)[CH:14]=[CH:15][C:16]=3[OH:17])[CH2:2][CH:3]3[CH2:4][CH:5]([CH2:6][CH:7]([CH2:9]3)[CH2:8]1)[CH2:10]2.